Predict the product of the given reaction. From a dataset of Forward reaction prediction with 1.9M reactions from USPTO patents (1976-2016). (1) The product is: [CH:15]1([C:4]2[CH:5]=[C:6]([CH:12]=[C:13]([OH:14])[C:3]=2[I:22])[C:7]([O:9][CH2:10][CH3:11])=[O:8])[CH2:17][CH2:16]1. Given the reactants Cl.N[C:3]1[C:13]([OH:14])=[CH:12][C:6]([C:7]([O:9][CH2:10][CH3:11])=[O:8])=[CH:5][C:4]=1[CH:15]1[CH2:17][CH2:16]1.N([O-])=O.[Na+].[I-:22].[K+].C(=O)([O-])O.[Na+], predict the reaction product. (2) Given the reactants C([O:3][C:4](OCC)([C:17]1[CH:22]=[C:21]([CH3:23])[N:20]=[C:19]([CH2:24][CH:25]([CH3:27])[CH3:26])[CH:18]=1)[CH2:5][NH:6][C:7](=[O:16])[C:8]1[CH:13]=[C:12]([CH3:14])[N:11]=[C:10]([CH3:15])[CH:9]=1)C.[OH-].[Na+], predict the reaction product. The product is: [CH2:24]([C:19]1[CH:18]=[C:17]([C:4](=[O:3])[CH2:5][NH:6][C:7](=[O:16])[C:8]2[CH:9]=[C:10]([CH3:15])[N:11]=[C:12]([CH3:14])[CH:13]=2)[CH:22]=[C:21]([CH3:23])[N:20]=1)[CH:25]([CH3:27])[CH3:26]. (3) Given the reactants Cl[C:2]1[CH:11]=[CH:10][C:9]2[C:4](=[CH:5][CH:6]=[C:7]([O:12][CH3:13])[CH:8]=2)[N:3]=1.[NH2:14][C:15]1[CH:20]=[C:19]([C:21]([O:23][CH3:24])=[O:22])[CH:18]=[CH:17][C:16]=1B(O)O.C([O-])([O-])=O.[K+].[K+].O, predict the reaction product. The product is: [NH2:14][C:15]1[CH:20]=[C:19]([CH:18]=[CH:17][C:16]=1[C:2]1[CH:11]=[CH:10][C:9]2[C:4](=[CH:5][CH:6]=[C:7]([O:12][CH3:13])[CH:8]=2)[N:3]=1)[C:21]([O:23][CH3:24])=[O:22].